From a dataset of Catalyst prediction with 721,799 reactions and 888 catalyst types from USPTO. Predict which catalyst facilitates the given reaction. (1) Reactant: C([O:8][C:9]1[C:10]([CH3:24])=[C:11]([CH3:23])[C:12]([NH:16][C:17]2[CH:22]=[CH:21][CH:20]=[CH:19][CH:18]=2)=[N:13][C:14]=1[CH3:15])C1C=CC=CC=1. Product: [CH3:15][C:14]1[C:9]([OH:8])=[C:10]([CH3:24])[C:11]([CH3:23])=[C:12]([NH:16][C:17]2[CH:22]=[CH:21][CH:20]=[CH:19][CH:18]=2)[N:13]=1. The catalyst class is: 43. (2) Reactant: [N:1]1[CH:6]=[CH:5][CH:4]=[C:3]([CH2:7][CH2:8][CH2:9][OH:10])[CH:2]=1.C1(P(C2C=CC=CC=2)C2C=CC=CC=2)C=CC=CC=1.N(C(OC(C)C)=O)=NC(OC(C)C)=O.[Br:44][C:45]1[CH:46]=[C:47]([S:51][C:52]2[C:57](O)=[CH:56][CH:55]=[CH:54][N:53]=2)[CH:48]=[CH:49][CH:50]=1. Product: [Br:44][C:45]1[CH:46]=[C:47]([S:51][C:52]2[C:57]([O:10][CH2:9][CH2:8][CH2:7][C:3]3[CH:2]=[N:1][CH:6]=[CH:5][CH:4]=3)=[CH:56][CH:55]=[CH:54][N:53]=2)[CH:48]=[CH:49][CH:50]=1. The catalyst class is: 1.